Task: Predict hERG channel inhibition at various concentrations.. Dataset: hERG Central: cardiac toxicity at 1µM, 10µM, and general inhibition (1) The molecule is Cn1c(CN2CCN(C(=O)c3ccco3)CC2)nc2cc([N+](=O)[O-])ccc21. Results: hERG_inhib (hERG inhibition (general)): blocker. (2) The drug is CCCCC12CN3CCN(CC(C3)/C1=N\NC(=O)c1ccccc1N)C2. Results: hERG_inhib (hERG inhibition (general)): blocker.